Task: Predict the reaction yield, written as a fraction of the theoretical maximum amount of product (1.0 means a 100% yield; for example, 0.34 means a 34% yield).. Dataset: Reaction yield outcomes from USPTO patents with 853,638 reactions (1) The reactants are [NH2:1][C:2]1[C:3]([CH3:13])=[C:4]([CH:9]=[C:10]([Br:12])[CH:11]=1)[C:5]([O:7][CH3:8])=[O:6].[C:14]1(=O)[CH2:18][CH2:17][CH2:16][CH2:15]1.C(O)(=O)C.C([BH3-])#N.[Na+]. The catalyst is CO. The product is [Br:12][C:10]1[CH:11]=[C:2]([NH:1][CH:14]2[CH2:18][CH2:17][CH2:16][CH2:15]2)[C:3]([CH3:13])=[C:4]([CH:9]=1)[C:5]([O:7][CH3:8])=[O:6]. The yield is 0.782. (2) The reactants are [O:1]1[CH2:6][CH2:5][CH:4]([O:7][C:8]2[C:9]3[N:17]=[C:16]([C:18]4[CH:19]=[C:20]([NH2:24])[CH:21]=[N:22][CH:23]=4)[CH:15]=[CH:14][C:10]=3[N:11]=[CH:12][N:13]=2)[CH2:3][CH2:2]1.[Br:25][C:26]1[CH:31]=[CH:30][C:29]([S:32](Cl)(=[O:34])=[O:33])=[C:28]([F:36])[CH:27]=1. The catalyst is N1C=CC=CC=1.C(Cl)Cl. The product is [Br:25][C:26]1[CH:31]=[CH:30][C:29]([S:32]([NH:24][C:20]2[CH:21]=[N:22][CH:23]=[C:18]([C:16]3[CH:15]=[CH:14][C:10]4[N:11]=[CH:12][N:13]=[C:8]([O:7][CH:4]5[CH2:5][CH2:6][O:1][CH2:2][CH2:3]5)[C:9]=4[N:17]=3)[CH:19]=2)(=[O:33])=[O:34])=[C:28]([F:36])[CH:27]=1. The yield is 0.320. (3) The catalyst is C(O)C.O. The yield is 0.770. The product is [CH3:6][C:7]1[C:14]([C:15]([F:16])([F:17])[F:18])=[CH:13][CH:12]=[CH:11][C:8]=1[CH2:9][CH:2]([C:1]#[N:5])[C:3]#[N:4]. The reactants are [C:1](#[N:5])[CH2:2][C:3]#[N:4].[CH3:6][C:7]1[C:14]([C:15]([F:18])([F:17])[F:16])=[CH:13][CH:12]=[CH:11][C:8]=1[CH:9]=O.[BH4-].[Na+].Cl. (4) The product is [CH3:1][S:2][C:3]1[CH:8]=[CH:7][C:6]2[N:9]=[CH:11][NH:10][C:5]=2[CH:4]=1. The reactants are [CH3:1][S:2][C:3]1[CH:4]=[C:5]([NH2:10])[C:6]([NH2:9])=[CH:7][CH:8]=1.[CH:11](O)=O.C([O-])(O)=O.[Na+]. The yield is 0.990. The catalyst is Cl. (5) The reactants are [Br:1][C:2]1[CH:3]=[N:4][N:5]([C:7]2[C:8]([NH:13]C(=O)C(C)(C)C)=[N:9][CH:10]=[CH:11][CH:12]=2)[CH:6]=1.Cl.[OH-].[Na+]. No catalyst specified. The product is [Br:1][C:2]1[CH:3]=[N:4][N:5]([C:7]2[C:8]([NH2:13])=[N:9][CH:10]=[CH:11][CH:12]=2)[CH:6]=1. The yield is 0.720. (6) The reactants are C[O:2][C:3](=[O:23])[CH:4]([C:11]1[CH:16]=[CH:15][C:14]([S:17]([CH3:20])(=[O:19])=[O:18])=[C:13]([C:21]#[N:22])[CH:12]=1)[CH2:5][CH:6]1[CH2:10][CH2:9][CH2:8][CH2:7]1.[OH-].[Li+]. The catalyst is O1CCCC1. The product is [C:21]([C:13]1[CH:12]=[C:11]([CH:4]([CH2:5][CH:6]2[CH2:7][CH2:8][CH2:9][CH2:10]2)[C:3]([OH:23])=[O:2])[CH:16]=[CH:15][C:14]=1[S:17]([CH3:20])(=[O:18])=[O:19])#[N:22]. The yield is 0.820.